Dataset: Forward reaction prediction with 1.9M reactions from USPTO patents (1976-2016). Task: Predict the product of the given reaction. (1) Given the reactants [CH2:1]([N:3](CC)[CH2:4]C)C.C(OC([NH:15][C@@H:16]([CH2:20][CH3:21])[C:17](O)=[O:18])=O)(C)(C)C.F[P-](F)(F)(F)(F)F.N1(O[P+](N(C)C)(N(C)C)N(C)C)C2C=CC=CC=2N=N1.CNC.C(Cl)[Cl:53], predict the reaction product. The product is: [ClH:53].[NH2:15][C@@H:16]([CH2:20][CH3:21])[C:17]([N:3]([CH3:4])[CH3:1])=[O:18]. (2) The product is: [CH3:27][C:28]1([CH3:38])[C:33]2([CH2:35][CH2:34]2)[NH:32][C:31](=[O:36])[C:30]2[S:14][C:15]3[CH:21]=[C:20]([O:22][C:23]([F:24])([F:25])[F:26])[CH:19]=[CH:18][C:16]=3[NH:17][C:29]1=2. Given the reactants [NH2:17][C:16]1[CH:18]=[CH:19][C:20]([O:22][C:23]([F:24])([F:25])[F:26])=[CH:21][C:15]=1[S:14][S:14][C:15]1[CH:21]=[C:20]([O:22][C:23]([F:26])([F:25])[F:24])[CH:19]=[CH:18][C:16]=1[NH2:17].[CH3:27][C:28]1([CH3:38])[C:33]2([CH2:35][CH2:34]2)[NH:32][C:31](=[O:36])[CH2:30][C:29]1=O, predict the reaction product. (3) Given the reactants Cl[C:2]1[N:7]=[C:6]([NH2:8])[C:5]([CH3:9])=[CH:4][N:3]=1.[N:10]1([CH2:15][CH2:16][O:17][C:18]2[CH:23]=[CH:22][C:21]([NH2:24])=[CH:20][CH:19]=2)[CH2:14][CH2:13][CH2:12][CH2:11]1, predict the reaction product. The product is: [CH3:9][C:5]1[C:6]([NH2:8])=[N:7][C:2]([NH:24][C:21]2[CH:22]=[CH:23][C:18]([O:17][CH2:16][CH2:15][N:10]3[CH2:14][CH2:13][CH2:12][CH2:11]3)=[CH:19][CH:20]=2)=[N:3][CH:4]=1. (4) Given the reactants C(O)C.C(O[C:7](=[NH:37])[C:8]1[CH:36]=[CH:35][C:11]([O:12][CH2:13][CH2:14][CH2:15][CH:16]2[CH2:21][CH2:20][N:19]([CH2:22][CH2:23][CH2:24][O:25][C:26]3[CH:34]=[CH:33][C:29]([C:30](=[NH:32])[O-:31])=[CH:28][CH:27]=3)[CH2:18][CH2:17]2)=[CH:10][CH:9]=1)C.Cl.[CH2:39]([O:41][NH2:42])[CH3:40].[OH-].[Na+], predict the reaction product. The product is: [NH2:37][C:7](=[N:42][O:41][CH2:39][CH3:40])[C:8]1[CH:9]=[CH:10][C:11]([O:12][CH2:13][CH2:14][CH2:15][CH:16]2[CH2:21][CH2:20][N:19]([CH2:22][CH2:23][CH2:24][O:25][C:26]3[CH:34]=[CH:33][C:29]([C:30]([NH2:32])=[O:31])=[CH:28][CH:27]=3)[CH2:18][CH2:17]2)=[CH:35][CH:36]=1. (5) The product is: [CH2:11]([N:18]1[CH2:24][CH2:23][C:22]2[N:10]=[CH:9][N:8]([C:2]3[CH:7]=[CH:6][CH:5]=[CH:4][CH:3]=3)[C:21]=2[CH2:20][CH2:19]1)[C:12]1[CH:17]=[CH:16][CH:15]=[CH:14][CH:13]=1. Given the reactants [Na].[C:2]1([NH:8][CH:9]=[NH:10])[CH:7]=[CH:6][CH:5]=[CH:4][CH:3]=1.[CH2:11]([N:18]1[CH2:24][CH2:23][C:22](Br)=[C:21](O)[CH2:20][CH2:19]1)[C:12]1[CH:17]=[CH:16][CH:15]=[CH:14][CH:13]=1, predict the reaction product. (6) Given the reactants [Cl:1][C:2]1[CH:7]=[C:6]([Cl:8])[CH:5]=[CH:4][C:3]=1[CH:9]([N:11]1[C:15]([CH2:16][CH2:17][C:18](OCC)=[O:19])=[CH:14][C:13]([O:23][CH2:24][CH2:25][CH3:26])=[N:12]1)[CH3:10].[H-].C([Al+]CC(C)C)C(C)C.C(O)C.[Cl-].[NH4+], predict the reaction product. The product is: [Cl:1][C:2]1[CH:7]=[C:6]([Cl:8])[CH:5]=[CH:4][C:3]=1[CH:9]([N:11]1[C:15]([CH2:16][CH2:17][CH2:18][OH:19])=[CH:14][C:13]([O:23][CH2:24][CH2:25][CH3:26])=[N:12]1)[CH3:10]. (7) Given the reactants [NH2:1][C:2]1[CH:3]=[C:4]([C:8]2[N:9]([CH2:21][CH3:22])[C:10]3[C:15]([C:16]=2[C:17]#[N:18])=[CH:14][CH:13]=[C:12]([O:19][CH3:20])[CH:11]=3)[CH:5]=[CH:6][CH:7]=1.[C:23]([N:31]=[C:32]=[S:33])(=[O:30])[C:24]1[CH:29]=[CH:28][CH:27]=[CH:26][CH:25]=1, predict the reaction product. The product is: [C:23]([NH:31][C:32]([NH:1][C:2]1[CH:7]=[CH:6][CH:5]=[C:4]([C:8]2[N:9]([CH2:21][CH3:22])[C:10]3[C:15]([C:16]=2[C:17]#[N:18])=[CH:14][CH:13]=[C:12]([O:19][CH3:20])[CH:11]=3)[CH:3]=1)=[S:33])(=[O:30])[C:24]1[CH:29]=[CH:28][CH:27]=[CH:26][CH:25]=1. (8) Given the reactants Cl[C:2]1[C:7]([Cl:8])=[CH:6][C:5]([C:9]([F:12])([F:11])[F:10])=[CH:4][N:3]=1.[CH3:13][C:14]1[CH:19]=[C:18]([N+:20]([O-:22])=[O:21])[CH:17]=[C:16]([CH3:23])[C:15]=1[OH:24].C(=O)([O-])[O-].[K+].[K+], predict the reaction product. The product is: [Cl:8][C:7]1[C:2]([O:24][C:15]2[C:14]([CH3:13])=[CH:19][C:18]([N+:20]([O-:22])=[O:21])=[CH:17][C:16]=2[CH3:23])=[N:3][CH:4]=[C:5]([C:9]([F:12])([F:11])[F:10])[CH:6]=1. (9) Given the reactants FC(F)(F)C(O)=O.C(OC(=O)[NH:14][C:15]1[CH:20]=[CH:19][CH:18]=[CH:17][C:16]=1[C:21]([N:23]1[CH2:28][CH2:27][N:26]([C:29](=[O:46])[CH2:30][NH:31][C:32]([C:34]2[CH:39]=[CH:38][C:37]([C:40]3[CH:45]=[CH:44][CH:43]=[CH:42][CH:41]=3)=[CH:36][CH:35]=2)=[O:33])[CH2:25][CH2:24]1)=[O:22])(C)(C)C, predict the reaction product. The product is: [NH2:14][C:15]1[CH:20]=[CH:19][CH:18]=[CH:17][C:16]=1[C:21]([N:23]1[CH2:28][CH2:27][N:26]([C:29](=[O:46])[CH2:30][NH:31][C:32]([C:34]2[CH:39]=[CH:38][C:37]([C:40]3[CH:41]=[CH:42][CH:43]=[CH:44][CH:45]=3)=[CH:36][CH:35]=2)=[O:33])[CH2:25][CH2:24]1)=[O:22].